Dataset: Reaction yield outcomes from USPTO patents with 853,638 reactions. Task: Predict the reaction yield, written as a fraction of the theoretical maximum amount of product (1.0 means a 100% yield; for example, 0.34 means a 34% yield). (1) The reactants are B.C1COCC1.[I:7][C:8]1[CH:9]=[C:10]2[C:15](=[CH:16][CH:17]=1)[O:14][C@@H:13]([C:18](O)=[O:19])[CH2:12][CH2:11]2.O.C([O-])(O)=O.[Na+]. The catalyst is C1COCC1. The product is [I:7][C:8]1[CH:9]=[C:10]2[C:15](=[CH:16][CH:17]=1)[O:14][C@@H:13]([CH2:18][OH:19])[CH2:12][CH2:11]2. The yield is 1.00. (2) The reactants are [Cl:1][C:2]1[CH:7]=[CH:6][C:5]([S:8][CH2:9][C:10]2[CH:18]=[CH:17][CH:16]=[CH:15][C:11]=2[C:12](O)=[O:13])=[C:4]([NH:19][S:20]([C:23]2[CH:28]=[CH:27][C:26]([Cl:29])=[C:25]([C:30]([F:33])([F:32])[F:31])[CH:24]=2)(=[O:22])=[O:21])[CH:3]=1.C(Cl)CCl.Cl.[CH3:39][NH:40][CH3:41]. The catalyst is CN(C1C=CN=CC=1)C.C(Cl)Cl.O. The product is [Cl:1][C:2]1[CH:7]=[CH:6][C:5]([S:8][CH2:9][C:10]2[CH:18]=[CH:17][CH:16]=[CH:15][C:11]=2[C:12]([N:40]([CH3:41])[CH3:39])=[O:13])=[C:4]([NH:19][S:20]([C:23]2[CH:28]=[CH:27][C:26]([Cl:29])=[C:25]([C:30]([F:33])([F:32])[F:31])[CH:24]=2)(=[O:22])=[O:21])[CH:3]=1. The yield is 0.380. (3) The reactants are [N+:1]([C:4]1[CH:9]=[CH:8][C:7]([C@@H:10]([CH3:13])[CH2:11][NH2:12])=[CH:6][CH:5]=1)([O-:3])=[O:2].C(N(CC)CC)C.[CH:21]([S:24](Cl)(=[O:26])=[O:25])([CH3:23])[CH3:22]. The catalyst is C(Cl)Cl. The product is [N+:1]([C:4]1[CH:5]=[CH:6][C:7]([C@@H:10]([CH3:13])[CH2:11][NH:12][S:24]([CH:21]([CH3:23])[CH3:22])(=[O:26])=[O:25])=[CH:8][CH:9]=1)([O-:3])=[O:2]. The yield is 0.970. (4) The reactants are [C:1]([C:4]1[CH:9]=[N:8][NH:7][C:6](=[O:10])[C:5]=1[C:11]1[CH:16]=[CH:15][CH:14]=[CH:13][CH:12]=1)(=[O:3])[CH3:2].[C:17]1(B(O)O)[CH:22]=[CH:21][CH:20]=[CH:19][CH:18]=1.N1C=CC=CC=1. The catalyst is C(Cl)Cl.CN(C=O)C.[NH4+].[OH-].C([O-])(=O)C.[Cu+2].C([O-])(=O)C. The product is [C:1]([C:4]1[CH:9]=[N:8][N:7]([C:17]2[CH:22]=[CH:21][CH:20]=[CH:19][CH:18]=2)[C:6](=[O:10])[C:5]=1[C:11]1[CH:16]=[CH:15][CH:14]=[CH:13][CH:12]=1)(=[O:3])[CH3:2]. The yield is 0.740.